From a dataset of Full USPTO retrosynthesis dataset with 1.9M reactions from patents (1976-2016). Predict the reactants needed to synthesize the given product. (1) Given the product [OH:13][C:11]1[CH:2]=[CH:3][C:4]([CH:5]=[CH2:6])=[CH:9][CH:10]=1, predict the reactants needed to synthesize it. The reactants are: O[C:2]1[CH:3]=[C:4]2[C:9](=[CH:10][CH:11]=1)OC(=O)[CH:6]=[CH:5]2.[O:13]1C2C(=CC=CC=2)C=CC1=O. (2) Given the product [Br:16][C:17]1[CH:22]=[C:21]([C:23]2([C:7]3[CH:12]=[CH:11][N:10]=[C:9]([CH:13]([F:15])[F:14])[CH:8]=3)[C:31]3[C:32](=[C:33]([F:37])[CH:34]=[CH:35][CH:36]=3)[C:38]([NH2:39])=[N:24]2)[CH:20]=[CH:19][N:18]=1, predict the reactants needed to synthesize it. The reactants are: C([Li])CCC.Br[C:7]1[CH:12]=[CH:11][N:10]=[C:9]([CH:13]([F:15])[F:14])[CH:8]=1.[Br:16][C:17]1[CH:22]=[C:21]([C:23]([C:31]2[CH:36]=[CH:35][CH:34]=[C:33]([F:37])[C:32]=2[C:38]#[N:39])=[N:24]S(C(C)(C)C)=O)[CH:20]=[CH:19][N:18]=1.Cl. (3) The reactants are: C(Cl)(=O)C(Cl)=O.CS(C)=O.ClCCl.[CH3:14][C:15]1[C:19]([CH:20]([OH:22])[CH3:21])=[C:18]([C:23]2[CH:28]=[CH:27][CH:26]=[CH:25][CH:24]=2)[O:17][N:16]=1. Given the product [CH3:14][C:15]1[C:19]([C:20](=[O:22])[CH3:21])=[C:18]([C:23]2[CH:28]=[CH:27][CH:26]=[CH:25][CH:24]=2)[O:17][N:16]=1, predict the reactants needed to synthesize it. (4) Given the product [C:9]([O:8][P:6]([O:13][CH2:14][C:15]1[CH:16]=[CH:17][C:18]([C:19]([OH:21])=[O:20])=[CH:23][CH:24]=1)([O:5][C:1]([CH3:4])([CH3:3])[CH3:2])=[O:7])([CH3:10])([CH3:11])[CH3:12], predict the reactants needed to synthesize it. The reactants are: [C:1]([O:5][P:6]([O:13][CH2:14][C:15]1[CH:24]=[CH:23][C:18]([C:19]([O:21]C)=[O:20])=[CH:17][CH:16]=1)([O:8][C:9]([CH3:12])([CH3:11])[CH3:10])=[O:7])([CH3:4])([CH3:3])[CH3:2].[OH-].[Na+].C(O)C. (5) Given the product [S:1]1[CH:5]=[CH:4][CH:3]=[C:2]1[C:6](=[O:10])[C:7]([NH:15][C:16]1[CH:17]=[CH:18][C:19]2[C:24](=[O:25])[O:23][N:22]=[C:21]([CH3:26])[C:20]=2[CH:27]=1)=[O:9], predict the reactants needed to synthesize it. The reactants are: [S:1]1[CH:5]=[CH:4][CH:3]=[C:2]1[C:6](=[O:10])[C:7]([OH:9])=O.S(Cl)(Cl)=O.[NH2:15][C:16]1[CH:17]=[CH:18][C:19]2[C:24](=[O:25])[O:23][N:22]=[C:21]([CH3:26])[C:20]=2[CH:27]=1. (6) Given the product [CH3:1][C:2]1[N:3]([CH2:15][CH2:16][CH2:17][CH2:18][C:19]([N:21]2[CH2:26][CH2:25][O:24][CH2:23][CH2:22]2)=[O:20])[C:4]2[C:13]3[CH:12]=[CH:11][CH:10]=[CH:9][C:8]=3[N:7]=[C:6]([NH2:49])[C:5]=2[N:14]=1, predict the reactants needed to synthesize it. The reactants are: [CH3:1][C:2]1[N:3]([CH2:15][CH2:16][CH2:17][CH2:18][C:19]([N:21]2[CH2:26][CH2:25][O:24][CH2:23][CH2:22]2)=[O:20])[C:4]2[C:13]3[CH:12]=[CH:11][CH:10]=[CH:9][C:8]=3[N:7]=[CH:6][C:5]=2[N:14]=1.C1C=C(Cl)C=C(C(OO)=O)C=1.C1(S(Cl)(=O)=O)C=CC=CC=1.[OH-].[NH4+:49]. (7) Given the product [C:1]([O:5][C:6]([N:8]1[CH2:9][CH2:10][C@H:11]([C:14]2[CH:19]=[CH:18][C:17]([Br:20])=[CH:16][CH:15]=2)[C@@H:12]([OH:22])[CH2:13]1)=[O:7])([CH3:4])([CH3:2])[CH3:3], predict the reactants needed to synthesize it. The reactants are: [C:1]([O:5][C:6]([N:8]1[CH2:13][CH:12]=[C:11]([C:14]2[CH:19]=[CH:18][C:17]([Br:20])=[CH:16][CH:15]=2)[CH2:10][CH2:9]1)=[O:7])([CH3:4])([CH3:3])[CH3:2].B.[OH-:22].[Na+].OO. (8) Given the product [NH2:8][C:9]1[CH:21]=[CH:20][C:12]([C:13]([O:15][C:16]([CH3:17])([CH3:18])[CH3:19])=[O:14])=[C:11]([CH3:22])[CH:10]=1, predict the reactants needed to synthesize it. The reactants are: C([NH:8][C:9]1[CH:21]=[CH:20][C:12]([C:13]([O:15][C:16]([CH3:19])([CH3:18])[CH3:17])=[O:14])=[C:11]([CH3:22])[CH:10]=1)C1C=CC=CC=1.[H][H].